This data is from Forward reaction prediction with 1.9M reactions from USPTO patents (1976-2016). The task is: Predict the product of the given reaction. (1) Given the reactants Cl.[NH2:2][CH:3]1[CH2:8][CH2:7][O:6][CH2:5][CH2:4]1.Cl[C:10]1[C:15]([C:16]([O:18][CH2:19][CH3:20])=[O:17])=[C:14]([CH3:21])[N:13]=[C:12]2[N:22]([CH2:25][CH3:26])[N:23]=[CH:24][C:11]=12.CCN(C(C)C)C(C)C, predict the reaction product. The product is: [CH2:25]([N:22]1[C:12]2=[N:13][C:14]([CH3:21])=[C:15]([C:16]([O:18][CH2:19][CH3:20])=[O:17])[C:10]([NH:2][CH:3]3[CH2:8][CH2:7][O:6][CH2:5][CH2:4]3)=[C:11]2[CH:24]=[N:23]1)[CH3:26]. (2) Given the reactants [Br:1][C:2]1[CH:7]=[CH:6][C:5]([NH2:8])=[C:4]([C:9]2[CH2:14][CH2:13][CH2:12][CH2:11][CH:10]=2)[CH:3]=1.[K+].[C:16]([C:18]1[N:19]=[C:20]([C:31]([O-])=[O:32])[N:21]([CH2:23][O:24][CH2:25][CH2:26][Si:27]([CH3:30])([CH3:29])[CH3:28])[CH:22]=1)#[N:17].C1CN([P+](Br)(N2CCCC2)N2CCCC2)CC1.F[P-](F)(F)(F)(F)F.C(N(CC)C(C)C)(C)C, predict the reaction product. The product is: [Br:1][C:2]1[CH:7]=[CH:6][C:5]([NH:8][C:31]([C:20]2[N:21]([CH2:23][O:24][CH2:25][CH2:26][Si:27]([CH3:30])([CH3:29])[CH3:28])[CH:22]=[C:18]([C:16]#[N:17])[N:19]=2)=[O:32])=[C:4]([C:9]2[CH2:14][CH2:13][CH2:12][CH2:11][CH:10]=2)[CH:3]=1. (3) The product is: [OH:34][C@H:21]1[CH2:20][CH2:19][C@@:18]2([CH3:35])[CH:23]([CH2:24][CH2:25][C@:26]3([CH3:31])[CH:17]2[CH2:16][CH2:15][CH:14]2[C@@:27]3([CH3:30])[CH2:28][CH2:29][C:12]3([C:11]#[C:10][C:5]4[CH:6]=[CH:7][CH:8]=[CH:9][C:4]=4[C:3]([OH:42])=[O:2])[CH2:38][CH2:37][C@@H:36]([C:39]([CH3:41])=[CH2:40])[CH:13]32)[C:22]1([CH3:33])[CH3:32]. Given the reactants C[O:2][C:3](=[O:42])[C:4]1[CH:9]=[CH:8][CH:7]=[CH:6][C:5]=1[C:10]#[C:11][C:12]12[CH2:38][CH2:37][C@@H:36]([C:39]([CH3:41])=[CH2:40])[CH:13]1[CH:14]1[C@@:27]([CH3:30])([CH2:28][CH2:29]2)[C@@:26]2([CH3:31])[CH:17]([C@:18]3([CH3:35])[CH:23]([CH2:24][CH2:25]2)[C:22]([CH3:33])([CH3:32])[C@@H:21]([OH:34])[CH2:20][CH2:19]3)[CH2:16][CH2:15]1.[OH-].[Na+], predict the reaction product. (4) Given the reactants [CH3:1][N:2]([CH3:22])[CH2:3][CH2:4][CH2:5][C:6]1[N:11]=[CH:10][C:9]([C:12]([C:14]2[CH:19]=[CH:18][C:17]([O:20]C)=[CH:16][CH:15]=2)=[O:13])=[CH:8][CH:7]=1.Br, predict the reaction product. The product is: [CH3:22][N:2]([CH3:1])[CH2:3][CH2:4][CH2:5][C:6]1[N:11]=[CH:10][C:9]([C:12]([C:14]2[CH:15]=[CH:16][C:17]([OH:20])=[CH:18][CH:19]=2)=[O:13])=[CH:8][CH:7]=1. (5) Given the reactants FC(F)(F)S(O[C:7]1[CH:8]=[CH:9][CH:10]=[C:11]2[C:16]=1[N:15]([CH3:17])[C:14](=[O:18])[CH:13]=[CH:12]2)(=O)=O.C(=O)([O-])[O-].[K+].[K+].[CH2:27]([CH2:30]OC)OC.O, predict the reaction product. The product is: [CH:27]([C:7]1[CH:8]=[CH:9][CH:10]=[C:11]2[C:16]=1[N:15]([CH3:17])[C:14](=[O:18])[CH:13]=[CH:12]2)=[CH2:30]. (6) Given the reactants [Si:1]([O:8][C@H:9]([CH2:18][CH2:19][O:20]CC1C=CC(OC)=CC=1)[CH2:10][CH2:11][C:12]1[CH:17]=[CH:16][CH:15]=[CH:14][CH:13]=1)([C:4]([CH3:7])([CH3:6])[CH3:5])([CH3:3])[CH3:2].C(C1C(=O)C(Cl)=C(Cl)C(=O)C=1C#N)#N.C([O-])(O)=O.[Na+], predict the reaction product. The product is: [Si:1]([O:8][C@@H:9]([CH2:10][CH2:11][C:12]1[CH:13]=[CH:14][CH:15]=[CH:16][CH:17]=1)[CH2:18][CH2:19][OH:20])([C:4]([CH3:7])([CH3:6])[CH3:5])([CH3:3])[CH3:2]. (7) Given the reactants [Cl:1][C:2]1[CH:3]=[C:4]([C@@H:8]2[C@@H:13]([C:14]3[CH:19]=[CH:18][C:17]([Cl:20])=[CH:16][CH:15]=3)[N:12]([CH:21]([CH2:24][CH3:25])[CH2:22][CH3:23])[C:11](=[O:26])[C@:10]([CH2:28][C:29](O)=[O:30])([CH3:27])[CH2:9]2)[CH:5]=[CH:6][CH:7]=1.C1C=CC2N(O)N=NC=2C=1.C(N(CC)CC)C.Cl.[NH2:50][NH:51][C:52]([NH2:54])=[O:53], predict the reaction product. The product is: [Cl:1][C:2]1[CH:3]=[C:4]([C@@H:8]2[C@@H:13]([C:14]3[CH:19]=[CH:18][C:17]([Cl:20])=[CH:16][CH:15]=3)[N:12]([CH:21]([CH2:24][CH3:25])[CH2:22][CH3:23])[C:11](=[O:26])[C@:10]([CH2:28][C:29]([NH:50][NH:51][C:52]([NH2:54])=[O:53])=[O:30])([CH3:27])[CH2:9]2)[CH:5]=[CH:6][CH:7]=1.